Dataset: Full USPTO retrosynthesis dataset with 1.9M reactions from patents (1976-2016). Task: Predict the reactants needed to synthesize the given product. The reactants are: [CH3:1][NH:2][C:3]1[CH:8]=[CH:7][C:6]([C:9]2[N:10]=[C:11]3[CH:16]=[CH:15][C:14]([O:17][CH2:18]OCC[Si](C)(C)C)=[CH:13][N:12]3[CH:26]=2)=[CH:5][N:4]=1.[H-].[Na+].OS(O)(=O)=O. Given the product [CH3:18][O:17][C:14]1[CH:15]=[CH:16][C:11]2[N:12]([CH:26]=[C:9]([C:6]3[CH:7]=[CH:8][C:3]([NH:2][CH3:1])=[N:4][CH:5]=3)[N:10]=2)[CH:13]=1, predict the reactants needed to synthesize it.